From a dataset of Catalyst prediction with 721,799 reactions and 888 catalyst types from USPTO. Predict which catalyst facilitates the given reaction. (1) Reactant: S(O)(O)(=O)=O.[OH:6][NH2:7].[CH3:8][O:9][CH2:10][C:11]([CH3:18])([CH3:17])[C:12](=O)[CH2:13][C:14]#[N:15].[OH-].[Na+]. Product: [CH3:8][O:9][CH2:10][C:11]([C:12]1[CH:13]=[C:14]([NH2:15])[O:6][N:7]=1)([CH3:18])[CH3:17]. The catalyst class is: 6. (2) Reactant: [F:1][C:2]1[CH:7]=[CH:6][C:5]([CH3:8])=[CH:4][C:3]=1[C:9]1[CH:10]=[N:11][C:12]([N:15]2[C:23]3[C:18](=[CH:19][CH:20]=[C:21]([C:24]([N:26]([CH3:32])[CH2:27][C:28]([NH:30][CH3:31])=[O:29])=[O:25])[CH:22]=3)[C:17]([S:33][CH3:34])=[CH:16]2)=[N:13][CH:14]=1.ClC1C=C(C=CC=1)C(OO)=[O:40]. Product: [F:1][C:2]1[CH:7]=[CH:6][C:5]([CH3:8])=[CH:4][C:3]=1[C:9]1[CH:10]=[N:11][C:12]([N:15]2[C:23]3[C:18](=[CH:19][CH:20]=[C:21]([C:24]([N:26]([CH3:32])[CH2:27][C:28]([NH:30][CH3:31])=[O:29])=[O:25])[CH:22]=3)[C:17]([S:33]([CH3:34])=[O:40])=[CH:16]2)=[N:13][CH:14]=1. The catalyst class is: 4. (3) Reactant: [F:1][C:2]([F:16])([F:15])[CH2:3][O:4][C:5]1[CH:6]=[CH:7][C:8]([C:11]([O:13]C)=[O:12])=[N:9][CH:10]=1.[OH-].[Na+].Cl. Product: [F:16][C:2]([F:1])([F:15])[CH2:3][O:4][C:5]1[CH:6]=[CH:7][C:8]([C:11]([OH:13])=[O:12])=[N:9][CH:10]=1. The catalyst class is: 5. (4) Reactant: [C:1]([C:9]1[C:10](=[O:20])[N:11]([CH3:19])[C:12](=[O:18])[N:13]([CH3:17])[C:14]=1[CH2:15]Br)(=O)[C:2]1[CH:7]=[CH:6][CH:5]=[CH:4][CH:3]=1.[NH2:21][C@@H:22]([CH2:33][CH2:34][C:35]([O:37][CH2:38][C:39]1[CH:44]=[CH:43][CH:42]=[CH:41][CH:40]=1)=[O:36])[C:23]([O:25][CH2:26][C:27]1[CH:32]=[CH:31][CH:30]=[CH:29][CH:28]=1)=[O:24].C(N(CC)CC)C. Product: [CH3:17][N:13]1[C:14]2=[CH:15][N:21]([C@@H:22]([CH2:33][CH2:34][C:35]([O:37][CH2:38][C:39]3[CH:40]=[CH:41][CH:42]=[CH:43][CH:44]=3)=[O:36])[C:23]([O:25][CH2:26][C:27]3[CH:32]=[CH:31][CH:30]=[CH:29][CH:28]=3)=[O:24])[C:1]([C:2]3[CH:7]=[CH:6][CH:5]=[CH:4][CH:3]=3)=[C:9]2[C:10](=[O:20])[N:11]([CH3:19])[C:12]1=[O:18]. The catalyst class is: 12.